Dataset: Full USPTO retrosynthesis dataset with 1.9M reactions from patents (1976-2016). Task: Predict the reactants needed to synthesize the given product. (1) Given the product [C:1]([O:4][CH2:5][C:6]([N:8]1[CH2:17][CH2:16][C:15]2[C:10](=[CH:11][CH:12]=[C:13]([C:18]3[CH:19]=[CH:20][C:21]([CH2:24][CH2:25][OH:26])=[CH:22][CH:23]=3)[CH:14]=2)[CH2:9]1)=[O:7])(=[O:3])[CH3:2], predict the reactants needed to synthesize it. The reactants are: [C:1]([O:4][CH2:5][C:6]([N:8]1[CH2:17][CH2:16][C:15]2[C:10](=[CH:11][CH:12]=[C:13]([C:18]3[CH:23]=[CH:22][C:21]([CH2:24][CH2:25][O:26][Si](C(C)(C)C)(C)C)=[CH:20][CH:19]=3)[CH:14]=2)[CH2:9]1)=[O:7])(=[O:3])[CH3:2].Br.C([O-])(O)=O.[Na+]. (2) Given the product [CH2:18]([O:20][CH2:21][C:22]1[N:23]([CH2:35][C:36]2([O:40][CH2:13][CH2:12][S:14]([CH3:17])(=[O:16])=[O:15])[CH2:39][CH2:38][CH2:37]2)[C:24]2[C:33]3[CH:32]=[CH:31][CH:30]=[CH:29][C:28]=3[N:27]=[CH:26][C:25]=2[N:34]=1)[CH3:19], predict the reactants needed to synthesize it. The reactants are: N12CCCN=C1CCCCC2.[CH:12]([S:14]([CH3:17])(=[O:16])=[O:15])=[CH2:13].[CH2:18]([O:20][CH2:21][C:22]1[N:23]([CH2:35][C:36]2([OH:40])[CH2:39][CH2:38][CH2:37]2)[C:24]2[C:33]3[CH:32]=[CH:31][CH:30]=[CH:29][C:28]=3[N:27]=[CH:26][C:25]=2[N:34]=1)[CH3:19].[H-].[Na+]. (3) Given the product [CH2:1]([O:8][C:9]([N:11]([CH3:12])[C:13]12[CH2:32][CH:29]([CH2:30][CH2:31][CH2:27]1)[CH2:28][N:15]1[C:16](=[O:26])[C:17]([OH:25])=[C:18]([C:20]([O:22][CH2:23][CH3:24])=[O:21])[N:19]=[C:14]21)=[O:10])[C:2]1[CH:7]=[CH:6][CH:5]=[CH:4][CH:3]=1, predict the reactants needed to synthesize it. The reactants are: [CH2:1]([O:8][C:9]([N:11]([CH:13]([CH:27]1[CH2:31][CH2:30][CH:29]([CH2:32]O)[CH2:28]1)[C:14]1[NH:15][C:16](=[O:26])[C:17]([OH:25])=[C:18]([C:20]([O:22][CH2:23][CH3:24])=[O:21])[N:19]=1)[CH3:12])=[O:10])[C:2]1[CH:7]=[CH:6][CH:5]=[CH:4][CH:3]=1.C(N(CC)CC)C.CS(Cl)(=O)=O.C(OC(N(C(C1CCC(COS(C)(=O)=O)C1)C1N(S(C)(=O)=O)C(=O)C(OS(C)(=O)=O)=C(C(OCC)=O)N=1)C)=O)C1C=CC=CC=1.C([O-])([O-])=O.[Cs+].[Cs+].Cl. (4) The reactants are: [CH2:1]([O:3][C:4]([C:6]1[N:7]=[N:8][C:9]([Cl:16])=[C:10](CC(C)C)[CH:11]=1)=[O:5])[CH3:2].[C:17](O)#C.[CH2:20]1[CH2:24]OC[CH2:21]1. Given the product [CH2:1]([O:3][C:4]([C:6]1[N:7]=[N:8][C:9]([Cl:16])=[CH:10][C:11]=1[CH2:17][CH:20]([CH3:21])[CH3:24])=[O:5])[CH3:2], predict the reactants needed to synthesize it.